From a dataset of Forward reaction prediction with 1.9M reactions from USPTO patents (1976-2016). Predict the product of the given reaction. (1) Given the reactants [F:1][C:2]([F:14])([F:13])[C:3]1[CH:8]=[CH:7][C:6]([CH2:9][C:10]([OH:12])=O)=[CH:5][CH:4]=1.CCOC(OC(OCC)=O)=O.[NH2:26][C:27]1[C:35]2[O:34][C:33](=[O:36])[NH:32][C:31]=2[CH:30]=[CH:29][CH:28]=1, predict the reaction product. The product is: [F:13][C:2]([F:1])([F:14])[C:3]1[CH:4]=[CH:5][C:6]([CH2:9][C:10]([NH:26][C:27]2[C:35]3[O:34][C:33](=[O:36])[NH:32][C:31]=3[CH:30]=[CH:29][CH:28]=2)=[O:12])=[CH:7][CH:8]=1. (2) Given the reactants [Br-].[C:2]([CH2:5][CH2:6][CH2:7][P+](C1C=CC=CC=1)(C1C=CC=CC=1)C1C=CC=CC=1)([OH:4])=[O:3].[CH3:27][O:28][C:29]1[C:36]([O:37][CH3:38])=[C:35]([O:39][CH3:40])[CH:34]=[CH:33][C:30]=1[CH:31]=O, predict the reaction product. The product is: [CH3:27][O:28][C:29]1[C:36]([O:37][CH3:38])=[C:35]([O:39][CH3:40])[CH:34]=[CH:33][C:30]=1/[CH:31]=[CH:7]/[CH2:6][CH2:5][C:2]([OH:4])=[O:3]. (3) Given the reactants [CH3:1][C:2]1[C:10]([N+:11]([O-])=O)=[CH:9][CH:8]=[CH:7][C:3]=1[C:4]([NH2:6])=[O:5], predict the reaction product. The product is: [NH2:11][C:10]1[C:2]([CH3:1])=[C:3]([CH:7]=[CH:8][CH:9]=1)[C:4]([NH2:6])=[O:5].